Dataset: Catalyst prediction with 721,799 reactions and 888 catalyst types from USPTO. Task: Predict which catalyst facilitates the given reaction. (1) Reactant: [Br:1][C:2]1[CH:7]=[CH:6][C:5]([CH2:8][CH2:9][CH2:10][OH:11])=[CH:4][CH:3]=1.ClCCl.[CH3:15][S:16](Cl)(=[O:18])=[O:17]. Product: [CH3:15][S:16]([O:11][CH2:10][CH2:9][CH2:8][C:5]1[CH:4]=[CH:3][C:2]([Br:1])=[CH:7][CH:6]=1)(=[O:18])=[O:17]. The catalyst class is: 66. (2) Product: [CH:1]1([CH2:6][CH:7]([C:11]2[CH:16]=[CH:15][C:14]([Cl:17])=[C:13]([Cl:18])[CH:12]=2)[C:8]([NH:52][C:53]2[S:54][CH:55]=[N:56][N:57]=2)=[O:9])[CH2:5][CH2:4][CH2:3][CH2:2]1. The catalyst class is: 9. Reactant: [CH:1]1([CH2:6][CH:7]([C:11]2[CH:16]=[CH:15][C:14]([Cl:17])=[C:13]([Cl:18])[CH:12]=2)[C:8](O)=[O:9])[CH2:5][CH2:4][CH2:3][CH2:2]1.F[P-](F)(F)(F)(F)F.N1(OC(N(C)C)=[N+](C)C)C2C=CC=CC=2N=N1.C(N(CC)C(C)C)(C)C.[NH2:52][C:53]1[S:54][CH:55]=[N:56][N:57]=1. (3) Reactant: CCN(C(C)C)C(C)C.[C:10]1([C:16]2[NH:20][N:19]=[C:18]([C:21]([NH:23][CH2:24][C:25]([OH:27])=O)=[O:22])[CH:17]=2)[CH:15]=[CH:14][CH:13]=[CH:12][CH:11]=1.C1C=CC2N(O)N=NC=2C=1.CCN=C=NCCCN(C)C.Cl.Cl.[CH3:51][O:52][C:53](=[O:68])[C:54]1[CH:59]=[CH:58][C:57]([CH3:60])=[C:56]([O:61][CH:62]2[CH2:67][CH2:66][NH:65][CH2:64][CH2:63]2)[CH:55]=1.Cl.ClC1C=CC=CC=1OC1CCNCC1. Product: [CH3:51][O:52][C:53](=[O:68])[C:54]1[CH:59]=[CH:58][C:57]([CH3:60])=[C:56]([O:61][CH:62]2[CH2:67][CH2:66][N:65]([C:25](=[O:27])[CH2:24][NH:23][C:21]([C:18]3[CH:17]=[C:16]([C:10]4[CH:11]=[CH:12][CH:13]=[CH:14][CH:15]=4)[NH:20][N:19]=3)=[O:22])[CH2:64][CH2:63]2)[CH:55]=1. The catalyst class is: 18. (4) Reactant: [OH:1][C:2]1[CH:7]=[CH:6][C:5]([CH:8]2[CH:13]([C:14]3[CH:19]=[CH:18][C:17]([O:20][CH:21]4[CH2:26][CH2:25][CH2:24][CH2:23][O:22]4)=[CH:16][CH:15]=3)[C:12](=[O:27])[C:11]3[CH:28]=[CH:29][C:30]([O:32][CH:33]4[CH2:38][CH2:37][CH2:36][CH2:35][O:34]4)=[CH:31][C:10]=3[O:9]2)=[CH:4][CH:3]=1.Br[CH2:40][CH2:41][CH2:42][CH2:43][Cl:44].C(=O)([O-])[O-].[K+].[K+]. Product: [Cl:44][CH2:43][CH2:42][CH2:41][CH2:40][O:1][C:2]1[CH:7]=[CH:6][C:5]([CH:8]2[CH:13]([C:14]3[CH:19]=[CH:18][C:17]([O:20][CH:21]4[CH2:26][CH2:25][CH2:24][CH2:23][O:22]4)=[CH:16][CH:15]=3)[C:12](=[O:27])[C:11]3[CH:28]=[CH:29][C:30]([O:32][CH:33]4[CH2:38][CH2:37][CH2:36][CH2:35][O:34]4)=[CH:31][C:10]=3[O:9]2)=[CH:4][CH:3]=1. The catalyst class is: 21. (5) Reactant: [Cl-].[Al+3].[Cl-].[Cl-].[Cl:5][C:6]1[CH:11]=[CH:10][CH:9]=[C:8]([Cl:12])[C:7]=1[C:13]1[CH:17]=[CH:16][NH:15][CH:14]=1.[Cl:18][C:19]1[N:27]=[CH:26][CH:25]=[CH:24][C:20]=1[C:21](Cl)=[O:22]. Product: [Cl:18][C:19]1[C:20]([C:21]([C:16]2[NH:15][CH:14]=[C:13]([C:7]3[C:6]([Cl:5])=[CH:11][CH:10]=[CH:9][C:8]=3[Cl:12])[CH:17]=2)=[O:22])=[CH:24][CH:25]=[CH:26][N:27]=1. The catalyst class is: 124. (6) The catalyst class is: 8. Product: [OH:22][CH2:21][CH2:20][C:17]1[O:18][C:19]2[C:11]([CH2:10][O:9][C:6]3[CH:5]=[CH:4][C:3]([CH2:34][CH2:35][C:36]([O:38][CH2:39][CH3:40])=[O:37])=[C:2]([CH3:1])[C:7]=3[CH3:8])=[CH:12][C:13]([O:29][C:30]([F:33])([F:31])[F:32])=[CH:14][C:15]=2[CH:16]=1. Reactant: [CH3:1][C:2]1[C:7]([CH3:8])=[C:6]([O:9][CH2:10][C:11]2[C:19]3[O:18][C:17]([CH2:20][CH2:21][O:22]C4CCCCO4)=[CH:16][C:15]=3[CH:14]=[C:13]([O:29][C:30]([F:33])([F:32])[F:31])[CH:12]=2)[CH:5]=[CH:4][C:3]=1[CH2:34][CH2:35][C:36]([O:38][CH2:39][CH3:40])=[O:37].C1(C)C=CC(S([O-])(=O)=O)=CC=1.[NH+]1C=CC=CC=1. (7) Reactant: [CH3:1][O:2][C:3]1[CH:4]=[C:5]2[C:10](=[CH:11][C:12]=1[O:13][CH3:14])[N:9]=[CH:8][CH:7]=[C:6]2[O:15][C:16]1[CH:22]=[CH:21][C:19]([NH2:20])=[CH:18][CH:17]=1.C(N(C(C)C)CC)(C)C.ClC(Cl)(O[C:36](=[O:42])OC(Cl)(Cl)Cl)Cl.[NH2:44][C:45]1[S:46][C:47]([CH2:50][CH3:51])=[N:48][N:49]=1. Product: [CH3:1][O:2][C:3]1[CH:4]=[C:5]2[C:10](=[CH:11][C:12]=1[O:13][CH3:14])[N:9]=[CH:8][CH:7]=[C:6]2[O:15][C:16]1[CH:22]=[CH:21][C:19]([NH:20][C:36]([NH:44][C:45]2[S:46][C:47]([CH2:50][CH3:51])=[N:48][N:49]=2)=[O:42])=[CH:18][CH:17]=1. The catalyst class is: 146.